Regression. Given two drug SMILES strings and cell line genomic features, predict the synergy score measuring deviation from expected non-interaction effect. From a dataset of NCI-60 drug combinations with 297,098 pairs across 59 cell lines. (1) Drug 1: CS(=O)(=O)C1=CC(=C(C=C1)C(=O)NC2=CC(=C(C=C2)Cl)C3=CC=CC=N3)Cl. Drug 2: CCC1=CC2CC(C3=C(CN(C2)C1)C4=CC=CC=C4N3)(C5=C(C=C6C(=C5)C78CCN9C7C(C=CC9)(C(C(C8N6C)(C(=O)OC)O)OC(=O)C)CC)OC)C(=O)OC.C(C(C(=O)O)O)(C(=O)O)O. Cell line: A549. Synergy scores: CSS=50.2, Synergy_ZIP=9.44, Synergy_Bliss=10.1, Synergy_Loewe=1.67, Synergy_HSA=10.5. (2) Drug 1: CCC1(CC2CC(C3=C(CCN(C2)C1)C4=CC=CC=C4N3)(C5=C(C=C6C(=C5)C78CCN9C7C(C=CC9)(C(C(C8N6C=O)(C(=O)OC)O)OC(=O)C)CC)OC)C(=O)OC)O.OS(=O)(=O)O. Drug 2: CN(CCCl)CCCl.Cl. Cell line: SF-539. Synergy scores: CSS=30.6, Synergy_ZIP=-4.62, Synergy_Bliss=-6.88, Synergy_Loewe=-4.28, Synergy_HSA=-3.85. (3) Drug 1: CC12CCC(CC1=CCC3C2CCC4(C3CC=C4C5=CN=CC=C5)C)O. Drug 2: C1CNP(=O)(OC1)N(CCCl)CCCl. Cell line: UO-31. Synergy scores: CSS=17.0, Synergy_ZIP=11.7, Synergy_Bliss=12.3, Synergy_Loewe=-5.63, Synergy_HSA=11.1. (4) Drug 1: C1=CN(C(=O)N=C1N)C2C(C(C(O2)CO)O)O.Cl. Drug 2: CN(C(=O)NC(C=O)C(C(C(CO)O)O)O)N=O. Cell line: MALME-3M. Synergy scores: CSS=34.2, Synergy_ZIP=-4.55, Synergy_Bliss=1.04, Synergy_Loewe=-65.8, Synergy_HSA=1.07.